This data is from NCI-60 drug combinations with 297,098 pairs across 59 cell lines. The task is: Regression. Given two drug SMILES strings and cell line genomic features, predict the synergy score measuring deviation from expected non-interaction effect. Cell line: U251. Drug 2: C(CN)CNCCSP(=O)(O)O. Drug 1: C1CNP(=O)(OC1)N(CCCl)CCCl. Synergy scores: CSS=-8.94, Synergy_ZIP=5.01, Synergy_Bliss=2.66, Synergy_Loewe=-13.5, Synergy_HSA=-10.7.